Dataset: NCI-60 drug combinations with 297,098 pairs across 59 cell lines. Task: Regression. Given two drug SMILES strings and cell line genomic features, predict the synergy score measuring deviation from expected non-interaction effect. (1) Drug 1: CCC1=CC2CC(C3=C(CN(C2)C1)C4=CC=CC=C4N3)(C5=C(C=C6C(=C5)C78CCN9C7C(C=CC9)(C(C(C8N6C)(C(=O)OC)O)OC(=O)C)CC)OC)C(=O)OC.C(C(C(=O)O)O)(C(=O)O)O. Cell line: SN12C. Drug 2: C1=C(C(=O)NC(=O)N1)F. Synergy scores: CSS=51.4, Synergy_ZIP=-0.0905, Synergy_Bliss=-0.111, Synergy_Loewe=-10.2, Synergy_HSA=5.09. (2) Drug 1: C1=CC=C(C=C1)NC(=O)CCCCCCC(=O)NO. Drug 2: CCC1(C2=C(COC1=O)C(=O)N3CC4=CC5=C(C=CC(=C5CN(C)C)O)N=C4C3=C2)O. Cell line: NCI-H460. Synergy scores: CSS=73.4, Synergy_ZIP=4.65, Synergy_Bliss=1.88, Synergy_Loewe=0.256, Synergy_HSA=5.97. (3) Drug 1: CC1=C(C(CCC1)(C)C)C=CC(=CC=CC(=CC(=O)O)C)C. Drug 2: C1C(C(OC1N2C=NC3=C2NC=NCC3O)CO)O. Cell line: M14. Synergy scores: CSS=4.53, Synergy_ZIP=-1.38, Synergy_Bliss=0.0852, Synergy_Loewe=0.216, Synergy_HSA=-0.405. (4) Drug 1: CCN(CC)CCNC(=O)C1=C(NC(=C1C)C=C2C3=C(C=CC(=C3)F)NC2=O)C. Drug 2: COCCOC1=C(C=C2C(=C1)C(=NC=N2)NC3=CC=CC(=C3)C#C)OCCOC.Cl. Cell line: HCT116. Synergy scores: CSS=-4.28, Synergy_ZIP=5.15, Synergy_Bliss=8.17, Synergy_Loewe=-0.520, Synergy_HSA=-0.163. (5) Drug 1: CCC1=CC2CC(C3=C(CN(C2)C1)C4=CC=CC=C4N3)(C5=C(C=C6C(=C5)C78CCN9C7C(C=CC9)(C(C(C8N6C)(C(=O)OC)O)OC(=O)C)CC)OC)C(=O)OC.C(C(C(=O)O)O)(C(=O)O)O. Drug 2: CCC(=C(C1=CC=CC=C1)C2=CC=C(C=C2)OCCN(C)C)C3=CC=CC=C3.C(C(=O)O)C(CC(=O)O)(C(=O)O)O. Cell line: UACC62. Synergy scores: CSS=47.7, Synergy_ZIP=4.94, Synergy_Bliss=4.18, Synergy_Loewe=-26.5, Synergy_HSA=5.08. (6) Drug 1: CC(CN1CC(=O)NC(=O)C1)N2CC(=O)NC(=O)C2. Drug 2: C1CN(CCN1C(=O)CCBr)C(=O)CCBr. Cell line: RXF 393. Synergy scores: CSS=20.8, Synergy_ZIP=-6.79, Synergy_Bliss=1.35, Synergy_Loewe=-9.51, Synergy_HSA=3.77. (7) Drug 1: CC(C1=C(C=CC(=C1Cl)F)Cl)OC2=C(N=CC(=C2)C3=CN(N=C3)C4CCNCC4)N. Drug 2: CC(C)CN1C=NC2=C1C3=CC=CC=C3N=C2N. Cell line: OVCAR3. Synergy scores: CSS=-4.26, Synergy_ZIP=1.99, Synergy_Bliss=-0.623, Synergy_Loewe=-4.75, Synergy_HSA=-4.43. (8) Drug 1: CCC1(CC2CC(C3=C(CCN(C2)C1)C4=CC=CC=C4N3)(C5=C(C=C6C(=C5)C78CCN9C7C(C=CC9)(C(C(C8N6C=O)(C(=O)OC)O)OC(=O)C)CC)OC)C(=O)OC)O.OS(=O)(=O)O. Drug 2: CCC(=C(C1=CC=CC=C1)C2=CC=C(C=C2)OCCN(C)C)C3=CC=CC=C3.C(C(=O)O)C(CC(=O)O)(C(=O)O)O. Cell line: SNB-75. Synergy scores: CSS=12.1, Synergy_ZIP=-1.97, Synergy_Bliss=4.53, Synergy_Loewe=-14.4, Synergy_HSA=3.83. (9) Drug 1: CN1C(=O)N2C=NC(=C2N=N1)C(=O)N. Drug 2: C1CN1C2=NC(=NC(=N2)N3CC3)N4CC4. Cell line: OVCAR3. Synergy scores: CSS=29.6, Synergy_ZIP=-6.84, Synergy_Bliss=1.25, Synergy_Loewe=-32.4, Synergy_HSA=0.536.